This data is from Choline transporter screen with 302,306 compounds. The task is: Binary Classification. Given a drug SMILES string, predict its activity (active/inactive) in a high-throughput screening assay against a specified biological target. (1) The molecule is S1(=O)(=O)CC(N(C(=O)CN2C(=O)C(/SC2=S)=C/c2ccc(F)cc2)C)CC1. The result is 0 (inactive). (2) The compound is Clc1ncccc1NC(=O)COC(=O)c1c2c(nc(c1)C)cccc2. The result is 0 (inactive). (3) The molecule is S=C(NNC(=O)C(CCC(C)C)CC(O)C)Nc1ccccc1. The result is 0 (inactive). (4) The molecule is S(CCC(NC(=O)N1C(CCCC1)CC)C(OC)=O)C. The result is 0 (inactive). (5) The compound is S(=O)(=O)(N1CCOCC1)c1cc([N+]([O-])=O)c(OCCC)cc1. The result is 0 (inactive). (6) The molecule is O=C1N(C(Cc2ccccc2)C(O)=O)C(=O)c2c1ccnc2. The result is 0 (inactive). (7) The compound is s1c(NC(=O)Cc2cc(F)ccc2)nc(c2ccc(NC(=O)C)cc2)c1. The result is 0 (inactive).